Dataset: Full USPTO retrosynthesis dataset with 1.9M reactions from patents (1976-2016). Task: Predict the reactants needed to synthesize the given product. Given the product [CH3:1][C:2]1[C:6]2[CH:7]=[C:8]([OH:11])[CH:9]=[CH:10][C:5]=2[N:4]([CH2:12][C:13]2[CH:14]=[CH:15][C:16]([O:19][CH2:20][CH2:21][N:22]3[CH2:23][CH2:24][CH2:25][CH2:26][CH2:27][CH2:28]3)=[CH:17][CH:18]=2)[C:3]=1[C:29]1[CH:34]=[CH:33][C:32]([OH:35])=[CH:31][CH:30]=1, predict the reactants needed to synthesize it. The reactants are: [CH3:1][C:2]1[C:6]2[CH:7]=[C:8]([OH:11])[CH:9]=[CH:10][C:5]=2[N:4]([CH2:12][C:13]2[CH:18]=[CH:17][C:16]([O:19][CH2:20][CH2:21][N:22]3[CH2:28][CH2:27][CH2:26][CH2:25][CH2:24][CH2:23]3)=[CH:15][CH:14]=2)[C:3]=1[C:29]1[CH:34]=[CH:33][C:32]([OH:35])=[CH:31][CH:30]=1.Cl.CN(C)C=O.C(N(CC)CC)C.C1(C)C=CC=CC=1.